This data is from Full USPTO retrosynthesis dataset with 1.9M reactions from patents (1976-2016). The task is: Predict the reactants needed to synthesize the given product. (1) Given the product [CH2:1]([N:8]1[CH2:14][CH:13]2[CH2:15][CH:10]([C:11](=[CH:1][N:8]([CH3:14])[CH3:9])[C:12]2=[O:16])[CH2:9]1)[C:2]1[CH:3]=[CH:4][CH:5]=[CH:6][CH:7]=1, predict the reactants needed to synthesize it. The reactants are: [CH2:1]([N:8]1[CH2:14][CH:13]2[CH2:15][CH:10]([CH2:11][C:12]2=[O:16])[CH2:9]1)[C:2]1[CH:7]=[CH:6][CH:5]=[CH:4][CH:3]=1. (2) Given the product [CH2:14]([O:5][C:4](=[O:6])[C:3]1[CH:7]=[C:8]([F:13])[C:9]([F:12])=[C:10]([F:11])[C:2]=1[F:1])[CH3:15], predict the reactants needed to synthesize it. The reactants are: [F:1][C:2]1[C:10]([F:11])=[C:9]([F:12])[C:8]([F:13])=[CH:7][C:3]=1[C:4]([OH:6])=[O:5].[C:14](Cl)(=O)[C:15](Cl)=O.C(O)C.C([O-])(O)=O.[Na+]. (3) Given the product [NH2:15][C:10]1[CH:11]=[N:12][CH:13]=[CH:14][C:9]=1[C@@H:7]1[O:8][C@H:3]([CH2:2][C:38]#[N:39])[C@@H:4]([O:27][Si:28]([CH:29]([CH3:30])[CH3:31])([CH:35]([CH3:37])[CH3:36])[CH:32]([CH3:34])[CH3:33])[C@H:5]([O:16][Si:17]([CH:21]([CH3:22])[CH3:23])([CH:24]([CH3:26])[CH3:25])[CH:18]([CH3:20])[CH3:19])[CH2:6]1, predict the reactants needed to synthesize it. The reactants are: I[CH2:2][C@H:3]1[O:8][C@@H:7]([C:9]2[CH:14]=[CH:13][N:12]=[CH:11][C:10]=2[NH2:15])[CH2:6][C@@H:5]([O:16][Si:17]([CH:24]([CH3:26])[CH3:25])([CH:21]([CH3:23])[CH3:22])[CH:18]([CH3:20])[CH3:19])[C@@H:4]1[O:27][Si:28]([CH:35]([CH3:37])[CH3:36])([CH:32]([CH3:34])[CH3:33])[CH:29]([CH3:31])[CH3:30].[C-:38]#[N:39].[K+]. (4) Given the product [CH:9]([N:22]1[CH2:23][CH:24]([C:26]([O:28][CH3:1])=[O:27])[CH2:25]1)([C:16]1[CH:21]=[CH:20][CH:19]=[CH:18][CH:17]=1)[C:10]1[CH:11]=[CH:12][CH:13]=[CH:14][CH:15]=1, predict the reactants needed to synthesize it. The reactants are: [C:1](=O)([O-])[O-].[K+].[K+].IC.[CH:9]([N:22]1[CH2:25][CH:24]([C:26]([OH:28])=[O:27])[CH2:23]1)([C:16]1[CH:21]=[CH:20][CH:19]=[CH:18][CH:17]=1)[C:10]1[CH:15]=[CH:14][CH:13]=[CH:12][CH:11]=1. (5) Given the product [NH2:1][C:2]1[C:7]([F:8])=[CH:6][N:5]([CH2:11][O:12][CH2:13][C:14]2[CH:19]=[CH:18][CH:17]=[CH:16][CH:15]=2)[C:4](=[O:9])[N:3]=1, predict the reactants needed to synthesize it. The reactants are: [NH2:1][C:2]1[C:7]([F:8])=[CH:6][N:5]=[C:4]([OH:9])[N:3]=1.Cl[CH2:11][O:12][CH2:13][C:14]1[CH:19]=[CH:18][CH:17]=[CH:16][CH:15]=1. (6) Given the product [Cl:42][C:37]1[CH:36]=[C:35]([C:18]2[C:19](=[O:34])[N:20]3[C:24]([CH2:25][C:26]4[CH:31]=[CH:30][C:29]([C:32]#[N:33])=[CH:28][CH:27]=4)([C:17]=2[CH3:1])[CH2:23][CH2:22][CH2:21]3)[CH:40]=[C:39]([Cl:41])[CH:38]=1, predict the reactants needed to synthesize it. The reactants are: [C:1]([Cu])#N.[Li]C.CCOCC.FC(F)(F)S(O[C:17]1[C:24]2([CH2:25][C:26]3[CH:31]=[CH:30][C:29]([C:32]#[N:33])=[CH:28][CH:27]=3)[N:20]([CH2:21][CH2:22][CH2:23]2)[C:19](=[O:34])[C:18]=1[C:35]1[CH:40]=[C:39]([Cl:41])[CH:38]=[C:37]([Cl:42])[CH:36]=1)(=O)=O.[NH4+].[OH-].